From a dataset of Forward reaction prediction with 1.9M reactions from USPTO patents (1976-2016). Predict the product of the given reaction. (1) Given the reactants [CH3:1][C:2]([N:6]([CH3:11])[CH:7]1[CH2:10][O:9][CH2:8]1)([CH3:5])[CH:3]=O.[NH2:12][C:13]1[N:18]=[CH:17][N:16]=[C:15]2[N:19]([C@@H:36]3[CH2:41][CH2:40][CH2:39][N:38]([C:42](=[O:46])[CH2:43][C:44]#[N:45])[CH2:37]3)[N:20]=[C:21]([C:22]3[CH:27]=[CH:26][C:25]([O:28][C:29]4[CH:34]=[CH:33][CH:32]=[CH:31][CH:30]=4)=[CH:24][C:23]=3[F:35])[C:14]=12.N1CCCC1.[Si](Cl)(C)(C)C, predict the reaction product. The product is: [NH2:12][C:13]1[N:18]=[CH:17][N:16]=[C:15]2[N:19]([C@@H:36]3[CH2:41][CH2:40][CH2:39][N:38]([C:42]([C:43](=[CH:3][C:2]([CH3:1])([N:6]([CH3:11])[CH:7]4[CH2:10][O:9][CH2:8]4)[CH3:5])[C:44]#[N:45])=[O:46])[CH2:37]3)[N:20]=[C:21]([C:22]3[CH:27]=[CH:26][C:25]([O:28][C:29]4[CH:30]=[CH:31][CH:32]=[CH:33][CH:34]=4)=[CH:24][C:23]=3[F:35])[C:14]=12. (2) Given the reactants Br[C:2]1[CH:7]=[C:6]([C:8]([F:11])([F:10])[F:9])[N:5]=[C:4]([C:12]([OH:14])=[O:13])[CH:3]=1.[CH3:15][N:16]1CCCC1=O, predict the reaction product. The product is: [C:15]([C:2]1[CH:7]=[C:6]([C:8]([F:11])([F:10])[F:9])[N:5]=[C:4]([C:12]([OH:14])=[O:13])[CH:3]=1)#[N:16].